This data is from Forward reaction prediction with 1.9M reactions from USPTO patents (1976-2016). The task is: Predict the product of the given reaction. (1) The product is: [CH2:33]([NH:37][S:27]([NH:30][C:31](=[O:32])[O:25][CH2:24][C:14]1[CH:15]=[CH:16][C:17]([O:19][CH2:20][CH2:21][O:22][CH3:23])=[CH:18][C:13]=1[O:12][C:3]1[C:2]([Cl:1])=[CH:7][C:6]([C:8]([F:9])([F:11])[F:10])=[CH:5][N:4]=1)(=[O:29])=[O:28])[CH:34]([CH3:36])[CH3:35]. Given the reactants [Cl:1][C:2]1[C:3]([O:12][C:13]2[CH:18]=[C:17]([O:19][CH2:20][CH2:21][O:22][CH3:23])[CH:16]=[CH:15][C:14]=2[CH2:24][OH:25])=[N:4][CH:5]=[C:6]([C:8]([F:11])([F:10])[F:9])[CH:7]=1.Cl[S:27]([N:30]=[C:31]=[O:32])(=[O:29])=[O:28].[CH2:33]([NH2:37])[CH:34]([CH3:36])[CH3:35].Cl, predict the reaction product. (2) Given the reactants [H-].[Na+].[CH2:3]([O:10][CH2:11][CH2:12][OH:13])[C:4]1[CH:9]=[CH:8][CH:7]=[CH:6][CH:5]=1.Cl[CH2:15][C:16]([OH:18])=[O:17], predict the reaction product. The product is: [CH2:3]([O:10][CH2:11][CH2:12][O:13][CH2:15][C:16]([OH:18])=[O:17])[C:4]1[CH:9]=[CH:8][CH:7]=[CH:6][CH:5]=1. (3) Given the reactants [CH3:1][C:2]1[CH:3]=[C:4]([CH:7]=[CH:8][CH:9]=1)[CH2:5]Br.[CH3:10][C:11](=[O:16])[CH2:12][C:13](=[O:15])[CH3:14], predict the reaction product. The product is: [CH3:1][C:2]1[CH:3]=[C:4]([CH:7]=[CH:8][CH:9]=1)[CH2:5][CH:12]([C:11](=[O:16])[CH3:10])[C:13](=[O:15])[CH3:14].